From a dataset of Full USPTO retrosynthesis dataset with 1.9M reactions from patents (1976-2016). Predict the reactants needed to synthesize the given product. (1) The reactants are: [O:1]1[CH2:6][CH2:5][CH2:4][O:3][CH:2]1[C:7]1[CH:12]=[CH:11][C:10]([C:13]2[S:14][C:15]3[C:20]([N:21]=2)=[CH:19][CH:18]=[C:17]([CH2:22][C:23]2[CH:28]=[CH:27][CH:26]=[CH:25][CH:24]=2)[N:16]=3)=[C:9]([F:29])[CH:8]=1.[Li+].C[Si]([N-][Si](C)(C)C)(C)C.[CH2:40]1[CH2:44]O[CH2:42][CH2:41]1.BrCCC=C. Given the product [O:3]1[CH2:4][CH2:5][CH2:6][O:1][CH:2]1[C:7]1[CH:12]=[CH:11][C:10]([C:13]2[S:14][C:15]3[C:20]([N:21]=2)=[CH:19][CH:18]=[C:17]([CH:22]([C:23]2[CH:24]=[CH:25][CH:26]=[CH:27][CH:28]=2)[CH2:42][CH2:41][CH:40]=[CH2:44])[N:16]=3)=[C:9]([F:29])[CH:8]=1, predict the reactants needed to synthesize it. (2) Given the product [Cl:1][C:2]1[N:3]=[C:4]([N:22]2[CH2:21][CH2:20][O:31][CH2:24][C@@H:23]2[CH3:25])[C:5]2[CH2:11][N:10]([C:12]([O:14][C:15]([CH3:18])([CH3:17])[CH3:16])=[O:13])[CH2:9][CH2:8][C:6]=2[N:7]=1, predict the reactants needed to synthesize it. The reactants are: [Cl:1][C:2]1[N:3]=[C:4](Cl)[C:5]2[CH2:11][N:10]([C:12]([O:14][C:15]([CH3:18])([CH3:17])[CH3:16])=[O:13])[CH2:9][CH2:8][C:6]=2[N:7]=1.[CH3:20][CH2:21][N:22](C(C)C)[CH:23]([CH3:25])[CH3:24].CC[O:31]C(C)=O. (3) Given the product [C:1]([C:5]1[CH:6]=[CH:7][C:8]2[O:12][C:11]([C:13]3[CH:14]=[CH:15][C:16]([OH:19])=[CH:17][CH:18]=3)=[CH:10][C:9]=2[CH:21]=1)([CH3:4])([CH3:2])[CH3:3], predict the reactants needed to synthesize it. The reactants are: [C:1]([C:5]1[CH:6]=[CH:7][C:8]2[O:12][C:11]([C:13]3[CH:18]=[CH:17][C:16]([O:19]C)=[CH:15][CH:14]=3)=[CH:10][C:9]=2[CH:21]=1)([CH3:4])([CH3:3])[CH3:2].Cl.N1C=CC=CC=1. (4) Given the product [CH2:1]([C:8]1[O:9][C:10]([CH3:27])=[C:11]([CH3:26])[C:12]=1[C:13]([C:15]1[CH:16]=[C:17]([CH2:24][CH3:25])[C:18]([O:23][S:29]([C:32]2[CH:40]=[CH:39][C:35]([C:36]([OH:38])=[O:37])=[C:34]([OH:41])[CH:33]=2)(=[O:31])=[O:30])=[C:19]([CH2:21][CH3:22])[CH:20]=1)=[O:14])[C:2]1[CH:3]=[CH:4][CH:5]=[CH:6][CH:7]=1, predict the reactants needed to synthesize it. The reactants are: [CH2:1]([C:8]1[O:9][C:10]([CH3:27])=[C:11]([CH3:26])[C:12]=1[C:13]([C:15]1[CH:20]=[C:19]([CH2:21][CH3:22])[C:18]([OH:23])=[C:17]([CH2:24][CH3:25])[CH:16]=1)=[O:14])[C:2]1[CH:7]=[CH:6][CH:5]=[CH:4][CH:3]=1.Cl[S:29]([C:32]1[CH:40]=[CH:39][C:35]([C:36]([OH:38])=[O:37])=[C:34]([OH:41])[CH:33]=1)(=[O:31])=[O:30]. (5) Given the product [Br:20][C:21]1[CH:22]=[C:23]2[C:27](=[CH:28][CH:29]=1)[NH:26][CH:25]=[C:24]2[CH2:30][CH2:31][Br:34], predict the reactants needed to synthesize it. The reactants are: C1(P(C2C=CC=CC=2)C2C=CC=CC=2)C=CC=CC=1.[Br:20][C:21]1[CH:22]=[C:23]2[C:27](=[CH:28][CH:29]=1)[NH:26][CH:25]=[C:24]2[CH2:30][CH2:31]O.C(Br)(Br)(Br)[Br:34]. (6) Given the product [CH2:1]([C:3]1[C:8](=[O:9])[C:7]([CH3:11])([CH3:10])[CH2:6][CH2:5][CH:4]=1)[CH3:2], predict the reactants needed to synthesize it. The reactants are: [CH:1](=[C:3]1[C:8](=[O:9])[C:7]([CH3:11])([CH3:10])[CH2:6][CH2:5][CH2:4]1)[CH3:2].C1(C(=CC(=CC=1)C)C)C. (7) Given the product [F:42][CH:41]([F:43])[CH2:40][O:20][C:15]1[C:16]([O:18][CH3:19])=[CH:17][C:12]2[CH2:11][CH2:10][CH2:9][N:8]([CH2:21][C:22]([NH:24][CH:25]3[C:33]4[C:28](=[CH:29][CH:30]=[CH:31][CH:32]=4)[CH2:27][CH2:26]3)=[O:23])[CH:7]([CH2:6][C:5]3[CH:34]=[CH:35][C:36]([O:37][CH3:38])=[C:3]([O:2][CH3:1])[CH:4]=3)[C:13]=2[CH:14]=1, predict the reactants needed to synthesize it. The reactants are: [CH3:1][O:2][C:3]1[CH:4]=[C:5]([CH:34]=[CH:35][C:36]=1[O:37][CH3:38])[CH2:6][CH:7]1[C:13]2[CH:14]=[C:15]([OH:20])[C:16]([O:18][CH3:19])=[CH:17][C:12]=2[CH2:11][CH2:10][CH2:9][N:8]1[CH2:21][C:22]([NH:24][CH:25]1[C:33]2[C:28](=[CH:29][CH:30]=[CH:31][CH:32]=2)[CH2:27][CH2:26]1)=[O:23].Br[CH2:40][CH:41]([F:43])[F:42].